From a dataset of Full USPTO retrosynthesis dataset with 1.9M reactions from patents (1976-2016). Predict the reactants needed to synthesize the given product. (1) Given the product [C:2]([C:1]1[N:6]=[C:12]([OH:13])[CH:11]=[C:10]([C:9]([CH3:19])([CH3:18])[CH3:8])[N:7]=1)([CH3:5])([CH3:4])[CH3:3], predict the reactants needed to synthesize it. The reactants are: [C:1](=[NH:7])([NH2:6])[C:2]([CH3:5])([CH3:4])[CH3:3].[CH3:8][C:9]([CH3:19])([CH3:18])[C:10](=O)[CH2:11][C:12](OCC)=[O:13].C[O-].[Na+]. (2) The reactants are: [CH2:1]([C:4]1[CH:9]=[C:8]([C:10]([F:13])([F:12])[F:11])[CH:7]=[CH:6][C:5]=1[OH:14])[CH:2]=[CH2:3].Cl[Sn](Cl)(Cl)Cl.[I:20]I. Given the product [I:20][CH2:3][CH:2]1[CH2:1][C:4]2[CH:9]=[C:8]([C:10]([F:12])([F:13])[F:11])[CH:7]=[CH:6][C:5]=2[O:14]1, predict the reactants needed to synthesize it. (3) Given the product [O:6]=[C:2]1[N:3]([CH2:8][CH2:9][NH:10][C:11]2[CH:26]=[CH:25][C:14]([CH:15]=[C:16]([C:21]([O:23][CH3:24])=[O:22])[C:17]([O:19][CH3:20])=[O:18])=[CH:13][CH:12]=2)[C:4]2[CH:26]=[CH:11][CH:12]=[CH:13][C:5]=2[S:1]1, predict the reactants needed to synthesize it. The reactants are: [S:1]1[CH2:5][CH:4]=[N:3][C:2]1=[O:6].Cl[CH2:8][CH2:9][NH:10][C:11]1[CH:26]=[CH:25][C:14]([CH:15]=[C:16]([C:21]([O:23][CH3:24])=[O:22])[C:17]([O:19][CH3:20])=[O:18])=[CH:13][CH:12]=1. (4) Given the product [NH2:11][C@H:12]1[CH2:17][CH2:16][CH2:15][N:14]([P:18]([NH:22][CH3:23])([NH:20][CH3:21])=[O:19])[C:13]1=[O:24], predict the reactants needed to synthesize it. The reactants are: C(OC([NH:11][C@H:12]1[CH2:17][CH2:16][CH2:15][N:14]([P:18]([NH:22][CH3:23])([NH:20][CH3:21])=[O:19])[C:13]1=[O:24])=O)C1C=CC=CC=1. (5) The reactants are: [Br:1][C:2]1[C:3]([C:9]2[S:10][CH:11]=[CH:12][CH:13]=2)=[N:4][C:5](Cl)=[N:6][CH:7]=1.C(=O)([O-])[O-].[K+].[K+].[NH2:20][CH2:21][CH2:22][N:23]1[CH2:27][CH2:26][NH:25][C:24]1=[O:28]. Given the product [Br:1][C:2]1[C:3]([C:9]2[S:10][CH:11]=[CH:12][CH:13]=2)=[N:4][C:5]([NH:20][CH2:21][CH2:22][N:23]2[CH2:27][CH2:26][NH:25][C:24]2=[O:28])=[N:6][CH:7]=1, predict the reactants needed to synthesize it.